From a dataset of Reaction yield outcomes from USPTO patents with 853,638 reactions. Predict the reaction yield, written as a fraction of the theoretical maximum amount of product (1.0 means a 100% yield; for example, 0.34 means a 34% yield). (1) The reactants are C(NC(C)C)(C)C.[Li]CCCC.[CH3:13][C:14]1[CH:19]=[CH:18][CH:17]=[CH:16][N:15]=1.[C:20](O[C:20]([O:22][C:23]([CH3:26])([CH3:25])[CH3:24])=[O:21])([O:22][C:23]([CH3:26])([CH3:25])[CH3:24])=[O:21]. The catalyst is O1CCCC1. The product is [N:15]1[CH:16]=[CH:17][CH:18]=[CH:19][C:14]=1[CH2:13][C:20]([O:22][C:23]([CH3:26])([CH3:25])[CH3:24])=[O:21]. The yield is 0.290. (2) The reactants are C([O:3][C:4](=O)[C:5]1[CH:10]=[C:9]([O:11][CH2:12][CH3:13])[C:8]([Cl:14])=[C:7]([O:15][CH2:16][CH3:17])[CH:6]=1)C.[H-].C([Al+]CC(C)C)C(C)C. The catalyst is ClCCl. The product is [Cl:14][C:8]1[C:9]([O:11][CH2:12][CH3:13])=[CH:10][C:5]([CH2:4][OH:3])=[CH:6][C:7]=1[O:15][CH2:16][CH3:17]. The yield is 0.950. (3) The reactants are [O:1]=[C:2]1[C:10]2[C:5](=[CH:6][CH:7]=[CH:8][CH:9]=2)[C:4](=[O:11])[N:3]1[C:12]1[CH:16]=[C:15]([CH:17]2[CH2:22][CH2:21][N:20]([C:23]([O:25][C:26]([CH3:29])([CH3:28])[CH3:27])=[O:24])[CH2:19][CH2:18]2)[NH:14][N:13]=1.C(=O)([O-])[O-].[Cs+].[Cs+].[CH:36](I)([CH3:38])[CH3:37].O. The catalyst is CN(C)C=O. The product is [O:1]=[C:2]1[C:10]2[C:5](=[CH:6][CH:7]=[CH:8][CH:9]=2)[C:4](=[O:11])[N:3]1[C:12]1[CH:16]=[C:15]([CH:17]2[CH2:22][CH2:21][N:20]([C:23]([O:25][C:26]([CH3:29])([CH3:28])[CH3:27])=[O:24])[CH2:19][CH2:18]2)[N:14]([CH:36]([CH3:38])[CH3:37])[N:13]=1. The yield is 0.200.